The task is: Predict the reactants needed to synthesize the given product.. This data is from Full USPTO retrosynthesis dataset with 1.9M reactions from patents (1976-2016). (1) Given the product [CH2:1]([N:13]1[CH2:14][CH2:15][CH2:16][C@H:12]1[CH3:11])[CH2:4][C:6]#[CH:8], predict the reactants needed to synthesize it. The reactants are: [C:1]([C@@H:4]([C@H:6]([C:8](O)=O)O)O)(O)=O.[CH3:11][C@@H:12]1[CH2:16][CH2:15][CH2:14][NH:13]1.C1(C)C=CC(S(OCCC#C)(=O)=O)=CC=1.C(=O)([O-])[O-].[K+].[K+]. (2) Given the product [Cl:1][C:2]1[CH:3]=[C:4]([NH:17][C:18]2[C:27]3[C:22](=[CH:23][CH:24]=[C:25]([NH2:28])[CH:26]=3)[N:21]=[CH:20][N:19]=2)[CH:5]=[CH:6][C:7]=1[O:8][CH2:9][C:10]1[CH:15]=[CH:14][CH:13]=[C:12]([F:16])[CH:11]=1, predict the reactants needed to synthesize it. The reactants are: [Cl:1][C:2]1[CH:3]=[C:4]([NH:17][C:18]2[C:27]3[C:22](=[CH:23][CH:24]=[C:25]([N+:28]([O-])=O)[CH:26]=3)[N:21]=[CH:20][N:19]=2)[CH:5]=[CH:6][C:7]=1[O:8][CH2:9][C:10]1[CH:15]=[CH:14][CH:13]=[C:12]([F:16])[CH:11]=1. (3) Given the product [C:1]([CH2:6][CH2:7][CH2:8][CH2:9][CH2:10][O:11][C:12]1[CH:13]=[C:14]2[C:18](=[CH:19][CH:20]=1)[N:17]=[C:16]([CH3:21])[C:15]2([CH3:23])[CH3:22])([OH:3])=[O:2], predict the reactants needed to synthesize it. The reactants are: [C:1]([CH2:6][CH2:7][CH2:8][CH2:9][CH2:10][O:11][C:12]1[CH:13]=[C:14]2[C:18](=[CH:19][CH:20]=1)[N:17]=[C:16]([CH3:21])[C:15]2([CH3:23])[CH3:22])([O:3]CC)=[O:2].Cl. (4) Given the product [CH2:35]([O:37][CH2:38][C:39]1[N:12]([CH2:13][C:14]2([OH:27])[CH2:19][CH2:18][N:17]([C:20]([O:22][C:23]([CH3:24])([CH3:26])[CH3:25])=[O:21])[CH2:16][CH2:15]2)[C:11]2[C:10]3[CH:9]=[CH:8][CH:7]=[CH:6][C:5]=3[N:4]=[CH:3][C:2]=2[N:1]=1)[CH3:36], predict the reactants needed to synthesize it. The reactants are: [NH2:1][C:2]1[CH:3]=[N:4][C:5]2[C:10]([C:11]=1[NH:12][CH2:13][C:14]1([OH:27])[CH2:19][CH2:18][N:17]([C:20]([O:22][C:23]([CH3:26])([CH3:25])[CH3:24])=[O:21])[CH2:16][CH2:15]1)=[CH:9][CH:8]=[CH:7][CH:6]=2.C(N(CC)CC)C.[CH2:35]([O:37][CH2:38][C:39](Cl)=O)[CH3:36]. (5) Given the product [OH:8][C:9]1[CH:10]=[CH:11][C:12]([C:15](=[O:21])[CH2:16][C:17]([O:19][CH3:20])=[O:18])=[CH:13][CH:14]=1, predict the reactants needed to synthesize it. The reactants are: C([O:8][C:9]1[CH:14]=[CH:13][C:12]([C:15](=[O:21])[CH2:16][C:17]([O:19][CH3:20])=[O:18])=[CH:11][CH:10]=1)C1C=CC=CC=1.[H][H]. (6) The reactants are: [CH3:1][O:2][C:3]([C:5]1[CH:14]=[C:13](O)[C:12]2[C:7](=[C:8]([O:16][CH2:17][C:18]3[CH:23]=[CH:22][CH:21]=[CH:20][CH:19]=3)[CH:9]=[CH:10][CH:11]=2)[N:6]=1)=[O:4].[S:24]([N:34]=C=O)([C:27]1[CH:33]=[CH:32][C:30]([CH3:31])=[CH:29][CH:28]=1)(=[O:26])=[O:25]. Given the product [CH3:1][O:2][C:3]([C:5]1[CH:14]=[C:13]([NH:34][S:24]([C:27]2[CH:33]=[CH:32][C:30]([CH3:31])=[CH:29][CH:28]=2)(=[O:25])=[O:26])[C:12]2[C:7](=[C:8]([O:16][CH2:17][C:18]3[CH:23]=[CH:22][CH:21]=[CH:20][CH:19]=3)[CH:9]=[CH:10][CH:11]=2)[N:6]=1)=[O:4], predict the reactants needed to synthesize it. (7) Given the product [C:28]1([C:26]2[N:25]=[C:24]([C:34]3[CH:39]=[CH:38][CH:37]=[CH:36][CH:35]=3)[N:23]=[C:22]([C:4]3[CH:5]=[C:6]([C:8]4[C:9]5[C:14]([C:15]6[CH:16]=[CH:17][CH:18]=[CH:19][C:20]=6[CH:21]=4)=[CH:13][CH:12]=[CH:11][CH:10]=5)[CH:7]=[C:2]([B:48]4[O:49][C:50]([CH3:55])([CH3:56])[C:51]([CH3:53])([CH3:54])[O:52]4)[CH:3]=3)[N:27]=2)[CH:29]=[CH:30][CH:31]=[CH:32][CH:33]=1, predict the reactants needed to synthesize it. The reactants are: Cl[C:2]1[CH:3]=[C:4]([C:22]2[N:27]=[C:26]([C:28]3[CH:33]=[CH:32][CH:31]=[CH:30][CH:29]=3)[N:25]=[C:24]([C:34]3[CH:39]=[CH:38][CH:37]=[CH:36][CH:35]=3)[N:23]=2)[CH:5]=[C:6]([C:8]2[C:9]3[C:14]([C:15]4[CH:16]=[CH:17][CH:18]=[CH:19][C:20]=4[CH:21]=2)=[CH:13][CH:12]=[CH:11][CH:10]=3)[CH:7]=1.[CH3:55][C:50]1([CH3:56])[C:51]([CH3:54])([CH3:53])[O:52][B:48]([B:48]2[O:52][C:51]([CH3:54])([CH3:53])[C:50]([CH3:56])([CH3:55])[O:49]2)[O:49]1.C1(P(C2CCCCC2)C2C=CC=CC=2C2C(C(C)C)=CC(C(C)C)=CC=2C(C)C)CCCCC1.C([O-])(=O)C.[K+].